This data is from Forward reaction prediction with 1.9M reactions from USPTO patents (1976-2016). The task is: Predict the product of the given reaction. (1) Given the reactants [CH2:1]([N:8]1[CH2:12][CH2:11][CH:10]([C:13]2[N:18]=[CH:17][C:16]([NH:19][S:20]([C:23]3[CH:28]=[CH:27][C:26]([CH:29]([CH3:31])[CH3:30])=[CH:25][CH:24]=3)(=[O:22])=[O:21])=[CH:15][CH:14]=2)[CH2:9]1)[C:2]1C=CC=C[CH:3]=1.C(O)(=O)C.C(O[BH-](OC(=O)C)OC(=O)C)(=O)C.[Na+].[OH-].[Na+], predict the reaction product. The product is: [CH2:1]([N:8]1[CH2:12][CH2:11][CH:10]([C:13]2[N:18]=[CH:17][C:16]([NH:19][S:20]([C:23]3[CH:28]=[CH:27][C:26]([CH:29]([CH3:30])[CH3:31])=[CH:25][CH:24]=3)(=[O:21])=[O:22])=[CH:15][CH:14]=2)[CH2:9]1)[CH2:2][CH3:3]. (2) The product is: [F:31][C:32]([F:51])([F:50])[S:33]([O:18][C:15]1[CH:16]=[C:17]2[C:12]([C:11]3([CH2:19][N:20]([CH3:22])[CH2:21]3)[CH2:10][N:9]2[C:7]2[C:6]([Cl:23])=[CH:5][N:4]=[C:3]([NH2:2])[N:8]=2)=[CH:13][CH:14]=1)(=[O:35])=[O:34]. Given the reactants Cl.[NH2:2][C:3]1[N:8]=[C:7]([N:9]2[C:17]3[C:12](=[CH:13][CH:14]=[C:15]([OH:18])[CH:16]=3)[C:11]3([CH2:21][N:20]([CH3:22])[CH2:19]3)[CH2:10]2)[C:6]([Cl:23])=[CH:5][N:4]=1.C(N(CC)CC)C.[F:31][C:32]([F:51])([F:50])[S:33](N(C1C=CC=CC=1)[S:33]([C:32]([F:51])([F:50])[F:31])(=[O:35])=[O:34])(=[O:35])=[O:34].CO.ClCCl, predict the reaction product.